This data is from Forward reaction prediction with 1.9M reactions from USPTO patents (1976-2016). The task is: Predict the product of the given reaction. The product is: [CH2:17]([O:16][CH:5]([CH2:6][C:7]1[CH:8]=[C:9]2[C:13](=[CH:14][CH:15]=1)[N:12]([CH2:21][C:22]1[N:23]=[C:24]([C:28]3[CH:33]=[CH:32][CH:31]=[CH:30][CH:29]=3)[O:25][C:26]=1[CH3:27])[CH:11]=[CH:10]2)[C:4]([OH:3])=[O:19])[CH3:18]. Given the reactants C([O:3][C:4](=[O:19])[CH:5]([O:16][CH2:17][CH3:18])[CH2:6][C:7]1[CH:8]=[C:9]2[C:13](=[CH:14][CH:15]=1)[NH:12][CH:11]=[CH:10]2)C.Cl[CH2:21][C:22]1[N:23]=[C:24]([C:28]2[CH:33]=[CH:32][CH:31]=[CH:30][CH:29]=2)[O:25][C:26]=1[CH3:27], predict the reaction product.